This data is from Forward reaction prediction with 1.9M reactions from USPTO patents (1976-2016). The task is: Predict the product of the given reaction. (1) Given the reactants [OH:1][C:2]1[CH:11]=[C:10]2[C:5]([C:6]([O:12][C:13]3[CH:14]=[C:15]4[C:19](=[CH:20][CH:21]=3)[NH:18][C:17]([CH3:22])=[CH:16]4)=[N:7][CH:8]=[N:9]2)=[CH:4][C:3]=1[O:23][CH3:24].O[CH2:26][CH2:27][N:28]1[CH2:33][CH2:32][CH2:31][CH2:30][CH2:29]1, predict the reaction product. The product is: [CH3:24][O:23][C:3]1[CH:4]=[C:5]2[C:10](=[CH:11][C:2]=1[O:1][CH2:26][CH2:27][N:28]1[CH2:33][CH2:32][CH2:31][CH2:30][CH2:29]1)[N:9]=[CH:8][N:7]=[C:6]2[O:12][C:13]1[CH:14]=[C:15]2[C:19](=[CH:20][CH:21]=1)[NH:18][C:17]([CH3:22])=[CH:16]2. (2) The product is: [OH:3][NH:2][C:22](=[O:23])/[CH:21]=[CH:20]/[C:17]1[CH:18]=[CH:19][C:14]([NH:13][S:10]([C:7]2[CH:8]=[CH:9][C:4]([C:25]3[CH:30]=[CH:29][CH:28]=[CH:27][CH:26]=3)=[CH:5][CH:6]=2)(=[O:12])=[O:11])=[CH:15][CH:16]=1. Given the reactants Cl.[NH2:2][OH:3].[C:4]1([C:25]2[CH:30]=[CH:29][CH:28]=[CH:27][CH:26]=2)[CH:9]=[CH:8][C:7]([S:10]([NH:13][C:14]2[CH:19]=[CH:18][C:17]([CH:20]=[CH:21][C:22](Cl)=[O:23])=[CH:16][CH:15]=2)(=[O:12])=[O:11])=[CH:6][CH:5]=1, predict the reaction product. (3) The product is: [Cl:14][C:15]1[CH:25]=[C:24]([F:26])[C:23]([F:27])=[CH:22][C:16]=1[C:17]([NH:19][C:20]([NH:2][C:3]1[CH:7]=[CH:6][S:5][C:4]=1[C:8]1[O:12][C:11](=[O:13])[NH:10][N:9]=1)=[O:21])=[O:18]. Given the reactants Cl.[NH2:2][C:3]1[CH:7]=[CH:6][S:5][C:4]=1[C:8]1[O:12][C:11](=[O:13])[NH:10][N:9]=1.[Cl:14][C:15]1[CH:25]=[C:24]([F:26])[C:23]([F:27])=[CH:22][C:16]=1[C:17]([N:19]=[C:20]=[O:21])=[O:18], predict the reaction product.